This data is from Forward reaction prediction with 1.9M reactions from USPTO patents (1976-2016). The task is: Predict the product of the given reaction. (1) Given the reactants [CH2:1]([O:3][C:4]([C:6]1([CH2:20][CH:21]=[CH2:22])[CH2:11][CH2:10][CH:9]([O:12][Si](C(C)(C)C)(C)C)[CH2:8][CH2:7]1)=[O:5])[CH3:2].OC1CCC(C)(C(OCC)=O)CC1, predict the reaction product. The product is: [CH2:1]([O:3][C:4]([C:6]1([CH2:20][CH:21]=[CH2:22])[CH2:7][CH2:8][CH:9]([OH:12])[CH2:10][CH2:11]1)=[O:5])[CH3:2]. (2) Given the reactants C1(C)C=CC=CC=1.C(OC(C)C)(=O)C.C(OC([O:21][CH2:22][C:23]1[CH:28]=[C:27]([O:29][CH3:30])[C:26]([B:31]([OH:33])[OH:32])=[C:25]([O:34][CH3:35])[CH:24]=1)C)(C)C.Cl, predict the reaction product. The product is: [OH:21][CH2:22][C:23]1[CH:24]=[C:25]([O:34][CH3:35])[C:26]([B:31]([OH:32])[OH:33])=[C:27]([O:29][CH3:30])[CH:28]=1.